This data is from Catalyst prediction with 721,799 reactions and 888 catalyst types from USPTO. The task is: Predict which catalyst facilitates the given reaction. (1) Reactant: [O:1]=[C:2]1[C:10](=[O:11])[C:9]2[C:4](=[CH:5][CH:6]=[C:7]([S:12][CH2:13][CH2:14][CH2:15][C:16]3[CH:26]=[CH:25][C:19]([C:20]([O:22]CC)=[O:21])=[CH:18][CH:17]=3)[CH:8]=2)[N:3]1[CH2:27][CH2:28][CH3:29].C(=O)([O-])[O-].[K+].[K+]. Product: [O:1]=[C:2]1[C:10](=[O:11])[C:9]2[C:4](=[CH:5][CH:6]=[C:7]([S:12][CH2:13][CH2:14][CH2:15][C:16]3[CH:17]=[CH:18][C:19]([C:20]([OH:22])=[O:21])=[CH:25][CH:26]=3)[CH:8]=2)[N:3]1[CH2:27][CH2:28][CH3:29]. The catalyst class is: 24. (2) Reactant: [F:1][C:2]1[CH:7]=[CH:6][C:5]([CH2:8][N+:9]([O-:11])=[O:10])=[CH:4][CH:3]=1.[CH3:12][CH:13]([CH3:16])[CH:14]=[O:15].N12CCCNC1=NCCC2. Product: [F:1][C:2]1[CH:3]=[CH:4][C:5]([CH:8]([N+:9]([O-:11])=[O:10])[CH:14]([OH:15])[CH:13]([CH3:16])[CH3:12])=[CH:6][CH:7]=1. The catalyst class is: 7. (3) Reactant: Cl[C:2]1[N:3]=[C:4](/[N:19]=[N:20]/[C:21]2[CH:26]=[CH:25][C:24]([N:27]([CH2:31][CH3:32])[CH2:28][CH2:29][OH:30])=[CH:23][CH:22]=2)[S:5][C:6]=1[CH:7]=[C:8]1[C:16](=[O:17])[C:15]2[C:10](=[CH:11][CH:12]=[CH:13][CH:14]=2)[C:9]1=[O:18].[NH:33]1[CH2:38][CH2:37][CH2:36][CH2:35][CH2:34]1. Product: [CH2:31]([N:27]([CH2:28][CH2:29][OH:30])[C:24]1[CH:25]=[CH:26][C:21](/[N:20]=[N:19]/[C:4]2[S:5][C:6]([CH:7]=[C:8]3[C:16](=[O:17])[C:15]4[C:10](=[CH:11][CH:12]=[CH:13][CH:14]=4)[C:9]3=[O:18])=[C:2]([N:33]3[CH2:38][CH2:37][CH2:36][CH2:35][CH2:34]3)[N:3]=2)=[CH:22][CH:23]=1)[CH3:32]. The catalyst class is: 1. (4) Reactant: [N+:1]([C:4]1[CH:5]=[CH:6][C:7]([N:10]([CH2:18][CH2:19][N:20]2[CH:24]=[CH:23][CH:22]=[N:21]2)[C:11](=[O:17])[O:12][C:13]([CH3:16])([CH3:15])[CH3:14])=[N:8][CH:9]=1)([O-])=O.[H][H]. Product: [NH2:1][C:4]1[CH:5]=[CH:6][C:7]([N:10]([CH2:18][CH2:19][N:20]2[CH:24]=[CH:23][CH:22]=[N:21]2)[C:11](=[O:17])[O:12][C:13]([CH3:15])([CH3:16])[CH3:14])=[N:8][CH:9]=1. The catalyst class is: 19.